This data is from Reaction yield outcomes from USPTO patents with 853,638 reactions. The task is: Predict the reaction yield, written as a fraction of the theoretical maximum amount of product (1.0 means a 100% yield; for example, 0.34 means a 34% yield). The reactants are [OH:1][C@@H:2]([C:23]1[CH:28]=[CH:27][CH:26]=[CH:25][CH:24]=1)[CH2:3][CH2:4][N:5]1[CH2:10][CH2:9][CH:8]([C:11]2[CH:12]=[C:13]([NH:17][C:18](=[O:22])[CH:19]([CH3:21])[CH3:20])[CH:14]=[CH:15][CH:16]=2)[CH2:7][CH2:6]1.[C:29]1([C:35]2[CH:40]=[CH:39][C:38](O)=[CH:37][CH:36]=2)[CH:34]=[CH:33][CH:32]=[CH:31][CH:30]=1.C1(P(C2C=CC=CC=2)C2C=CC=CC=2)C=CC=CC=1.N(C(OCC)=O)=NC(OCC)=O.N. The catalyst is C1COCC1.C(Cl)(Cl)Cl. The product is [C:29]1([C:35]2[CH:36]=[CH:37][CH:38]=[CH:39][CH:40]=2)[CH:34]=[CH:33][C:32]([O:1][C@H:2]([C:23]2[CH:24]=[CH:25][CH:26]=[CH:27][CH:28]=2)[CH2:3][CH2:4][N:5]2[CH2:10][CH2:9][CH:8]([C:11]3[CH:12]=[C:13]([NH:17][C:18](=[O:22])[CH:19]([CH3:21])[CH3:20])[CH:14]=[CH:15][CH:16]=3)[CH2:7][CH2:6]2)=[CH:31][CH:30]=1. The yield is 0.412.